Task: Predict the reaction yield, written as a fraction of the theoretical maximum amount of product (1.0 means a 100% yield; for example, 0.34 means a 34% yield).. Dataset: Reaction yield outcomes from USPTO patents with 853,638 reactions (1) The reactants are [Cl:1][C:2]1[CH:7]=[CH:6][C:5]([CH2:8][CH2:9][CH2:10][N:11]([CH3:41])[C:12]2[N:17]=[C:16]([NH:18][CH2:19][CH2:20][C:21]3[CH:26]=[CH:25][C:24]([OH:27])=[CH:23][CH:22]=3)[N:15]=[C:14]([N:28]3[CH2:33][CH2:32][N:31](C(OC(C)(C)C)=O)[CH2:30][CH2:29]3)[N:13]=2)=[CH:4][CH:3]=1.Cl.C([O-])(O)=O.[Na+]. The catalyst is O1CCOCC1.CCOC(C)=O.CCOCC. The product is [Cl:1][C:2]1[CH:7]=[CH:6][C:5]([CH2:8][CH2:9][CH2:10][N:11]([CH3:41])[C:12]2[N:13]=[C:14]([N:28]3[CH2:29][CH2:30][NH:31][CH2:32][CH2:33]3)[N:15]=[C:16]([NH:18][CH2:19][CH2:20][C:21]3[CH:22]=[CH:23][C:24]([OH:27])=[CH:25][CH:26]=3)[N:17]=2)=[CH:4][CH:3]=1. The yield is 0.800. (2) The reactants are C(=O)([O-])[O-].[Na+].[Na+].Cl.O.[NH:9]1[CH2:14][CH2:13][C:12](=[O:15])[CH2:11][CH2:10]1.Br[CH2:17][CH2:18][CH:19]1[O:24][CH2:23][CH2:22][CH2:21][O:20]1. The catalyst is C(#N)C. The product is [O:20]1[CH2:21][CH2:22][CH2:23][O:24][CH:19]1[CH2:18][CH2:17][N:9]1[CH2:14][CH2:13][C:12](=[O:15])[CH2:11][CH2:10]1. The yield is 0.690. (3) The reactants are [F:1][C:2]1[CH:6]=[N:5][N:4]([CH3:7])[C:3]=1[C:8]1[CH:9]=[C:10]([NH2:16])[CH:11]=[CH:12][C:13]=1[O:14][CH3:15].[F:17][C:18]([F:29])([F:28])[C:19]1[CH:20]=[C:21]([N:25]=[C:26]=[O:27])[CH:22]=[CH:23][CH:24]=1. No catalyst specified. The product is [F:1][C:2]1[CH:6]=[N:5][N:4]([CH3:7])[C:3]=1[C:8]1[CH:9]=[C:10]([NH:16][C:26]([NH:25][C:21]2[CH:22]=[CH:23][CH:24]=[C:19]([C:18]([F:17])([F:28])[F:29])[CH:20]=2)=[O:27])[CH:11]=[CH:12][C:13]=1[O:14][CH3:15]. The yield is 0.480. (4) The yield is 0.730. The product is [S:7]1[C:11]2[CH:12]=[CH:13][CH:14]=[CH:15][C:10]=2[N:9]=[C:8]1[NH:16][C:17]1[CH:22]=[CH:21][C:20]([O:23][C:25]2[C:30]([CH:31]3[CH2:35][N:34]([CH3:36])[C:33](=[O:37])[CH2:32]3)=[CH:29][CH:28]=[CH:27][N:26]=2)=[CH:19][CH:18]=1. The catalyst is CN1C(=O)CCC1. The reactants are C(=O)([O-])[O-].[Cs+].[Cs+].[S:7]1[C:11]2[CH:12]=[CH:13][CH:14]=[CH:15][C:10]=2[N:9]=[C:8]1[NH:16][C:17]1[CH:22]=[CH:21][C:20]([OH:23])=[CH:19][CH:18]=1.F[C:25]1[C:30]([CH:31]2[CH2:35][N:34]([CH3:36])[C:33](=[O:37])[CH2:32]2)=[CH:29][CH:28]=[CH:27][N:26]=1.